From a dataset of Full USPTO retrosynthesis dataset with 1.9M reactions from patents (1976-2016). Predict the reactants needed to synthesize the given product. (1) Given the product [NH2:9][C:5]1[CH:4]=[C:3]([O:2][CH3:1])[CH:8]=[CH:7][C:6]=1[C:14](=[O:15])[CH3:16], predict the reactants needed to synthesize it. The reactants are: [CH3:1][O:2][C:3]1[CH:8]=[CH:7][CH:6]=[C:5]([NH2:9])[CH:4]=1.B(Cl)(Cl)Cl.[C:14](Cl)([CH3:16])=[O:15].[Al+3].[Cl-].[Cl-].[Cl-].[OH-].[Na+]. (2) Given the product [Cl:14][C:15]1[CH:20]=[CH:19][C:18]([CH2:21][NH:22][C:23](=[O:27])[CH:24]([CH3:26])[CH3:25])=[CH:17][C:16]=1[N:28]1[C:8](=[O:9])[NH:7][C:5]([C:4]2[CH:10]=[CH:11][C:12]([I:13])=[C:2]([F:1])[CH:3]=2)=[N:29]1, predict the reactants needed to synthesize it. The reactants are: [F:1][C:2]1[CH:3]=[C:4]([CH:10]=[CH:11][C:12]=1[I:13])[C:5]([N:7]=[C:8]=[O:9])=O.[Cl:14][C:15]1[CH:20]=[CH:19][C:18]([CH2:21][NH:22][C:23](=[O:27])[CH:24]([CH3:26])[CH3:25])=[CH:17][C:16]=1[NH:28][NH:29]C(OC(C)(C)C)=O.FC(F)(F)C(O)=O. (3) Given the product [C:20]1([S:17]([N:14]2[CH2:15][CH2:16][N:11]([C:9]([O:8][CH2:1][C:2]3[CH:3]=[CH:4][CH:5]=[CH:6][CH:7]=3)=[O:10])[CH2:12][C@@H:13]2[CH2:26][CH2:27][CH:28]2[CH2:30][CH:29]2[NH:48][C:61]([O:55][CH2:54][CH2:53][Si:52]([CH3:57])([CH3:56])[CH3:51])=[O:62])(=[O:19])=[O:18])[CH:25]=[CH:24][CH:23]=[CH:22][CH:21]=1, predict the reactants needed to synthesize it. The reactants are: [CH2:1]([O:8][C:9]([N:11]1[CH2:16][CH2:15][N:14]([S:17]([C:20]2[CH:25]=[CH:24][CH:23]=[CH:22][CH:21]=2)(=[O:19])=[O:18])[C@@H:13]([CH2:26][CH2:27][CH:28]2[CH2:30][CH:29]2C(O)=O)[CH2:12]1)=[O:10])[C:2]1[CH:7]=[CH:6][CH:5]=[CH:4][CH:3]=1.C1C=CC(P([N:48]=[N+]=[N-])(C2C=CC=CC=2)=O)=CC=1.[CH3:51][Si:52]([CH3:57])([CH3:56])[CH2:53][CH2:54][OH:55].CCO[C:61](C)=[O:62]. (4) Given the product [C:17]1([N:16]=[N:12][NH:9][C:8]2[C:3]([C:1]#[N:2])=[N:4][C:5]([Cl:10])=[CH:6][CH:7]=2)[CH:22]=[CH:21][CH:20]=[CH:19][CH:18]=1, predict the reactants needed to synthesize it. The reactants are: [C:1]([C:3]1[C:8]([NH2:9])=[CH:7][CH:6]=[C:5]([Cl:10])[N:4]=1)#[N:2].Cl.[N:12]([O-])=O.[Na+].[NH2:16][C:17]1[CH:22]=[CH:21][CH:20]=[CH:19][CH:18]=1. (5) Given the product [Cl:24][C:21]1[CH:22]=[CH:23][C:18]([S:15]([NH:14][C@H:7]([CH2:6][OH:5])[C@H:8]([CH3:13])[C:9]([F:10])([F:11])[F:12])(=[O:17])=[O:16])=[CH:19][CH:20]=1, predict the reactants needed to synthesize it. The reactants are: [BH4-].[Li+].C([O:5][C:6](=O)[C@@H:7]([NH:14][S:15]([C:18]1[CH:23]=[CH:22][C:21]([Cl:24])=[CH:20][CH:19]=1)(=[O:17])=[O:16])[C@H:8]([CH3:13])[C:9]([F:12])([F:11])[F:10])C.Cl.